From a dataset of Forward reaction prediction with 1.9M reactions from USPTO patents (1976-2016). Predict the product of the given reaction. Given the reactants [CH3:1][O:2][C:3]1[CH:32]=[C:31]([O:33][CH3:34])[CH:30]=[CH:29][C:4]=1[CH2:5][NH:6][C:7]([CH:9]1[N:20]([C:21]2([CH2:26]O)[CH2:25][CH2:24][CH2:23][CH2:22]2)[C:13]2[N:14]=[C:15]([S:18][CH3:19])[N:16]=[CH:17][C:12]=2[C:11](=[O:28])[CH2:10]1)=[O:8].C(N(CC)CC)C.CS(Cl)(=O)=O, predict the reaction product. The product is: [CH3:1][O:2][C:3]1[CH:32]=[C:31]([O:33][CH3:34])[CH:30]=[CH:29][C:4]=1[CH2:5][N:6]1[CH2:26][C:21]2([CH2:22][CH2:23][CH2:24][CH2:25]2)[N:20]2[CH:9]([CH2:10][C:11](=[O:28])[C:12]3[CH:17]=[N:16][C:15]([S:18][CH3:19])=[N:14][C:13]=32)[C:7]1=[O:8].